This data is from Reaction yield outcomes from USPTO patents with 853,638 reactions. The task is: Predict the reaction yield, written as a fraction of the theoretical maximum amount of product (1.0 means a 100% yield; for example, 0.34 means a 34% yield). The reactants are [CH3:1][O:2][C:3]1[CH:8]=[C:7]([C:9]2[CH:10]=[N:11][N:12]([CH3:14])[CH:13]=2)[CH:6]=[CH:5][C:4]=1[NH:15][CH:16]=O.C[Si](C)(C)[N-][Si](C)(C)C.[Na+].[Cl:28][C:29]1[C:34]2[N:35]=C(S(C)(=O)=O)[N:37]=[CH:38][C:33]=2[CH:32]=[C:31]([CH:43]2[CH2:45][CH2:44]2)[N:30]=1.[OH-].[Na+]. The catalyst is C1COCC1.CO. The product is [Cl:28][C:29]1[C:34]2[N:35]=[C:16]([NH:15][C:4]3[CH:5]=[CH:6][C:7]([C:9]4[CH:10]=[N:11][N:12]([CH3:14])[CH:13]=4)=[CH:8][C:3]=3[O:2][CH3:1])[N:37]=[CH:38][C:33]=2[CH:32]=[C:31]([CH:43]2[CH2:44][CH2:45]2)[N:30]=1. The yield is 0.440.